From a dataset of Peptide-MHC class II binding affinity with 134,281 pairs from IEDB. Regression. Given a peptide amino acid sequence and an MHC pseudo amino acid sequence, predict their binding affinity value. This is MHC class II binding data. (1) The binding affinity (normalized) is 0.324. The MHC is DRB1_0405 with pseudo-sequence DRB1_0405. The peptide sequence is GVAGLLVALAV. (2) The peptide sequence is NGSQFFLCTAKTAWL. The MHC is HLA-DQA10401-DQB10402 with pseudo-sequence HLA-DQA10401-DQB10402. The binding affinity (normalized) is 0.108.